From a dataset of NCI-60 drug combinations with 297,098 pairs across 59 cell lines. Regression. Given two drug SMILES strings and cell line genomic features, predict the synergy score measuring deviation from expected non-interaction effect. (1) Drug 1: C1CCC(C1)C(CC#N)N2C=C(C=N2)C3=C4C=CNC4=NC=N3. Drug 2: C1CN(CCN1C(=O)CCBr)C(=O)CCBr. Cell line: BT-549. Synergy scores: CSS=7.72, Synergy_ZIP=-3.04, Synergy_Bliss=2.44, Synergy_Loewe=-6.49, Synergy_HSA=-0.470. (2) Drug 1: C1CN1C2=NC(=NC(=N2)N3CC3)N4CC4. Drug 2: CN(C)C1=NC(=NC(=N1)N(C)C)N(C)C. Cell line: MCF7. Synergy scores: CSS=13.1, Synergy_ZIP=-5.18, Synergy_Bliss=-0.217, Synergy_Loewe=-1.75, Synergy_HSA=-1.55. (3) Drug 1: CC1C(C(CC(O1)OC2CC(CC3=C2C(=C4C(=C3O)C(=O)C5=C(C4=O)C(=CC=C5)OC)O)(C(=O)CO)O)N)O.Cl. Drug 2: CN(CCCl)CCCl.Cl. Cell line: MOLT-4. Synergy scores: CSS=67.6, Synergy_ZIP=-0.781, Synergy_Bliss=-1.32, Synergy_Loewe=-5.46, Synergy_HSA=-0.955. (4) Drug 1: C1CN1C2=NC(=NC(=N2)N3CC3)N4CC4. Drug 2: CCN(CC)CCCC(C)NC1=C2C=C(C=CC2=NC3=C1C=CC(=C3)Cl)OC. Cell line: MDA-MB-231. Synergy scores: CSS=31.1, Synergy_ZIP=-2.61, Synergy_Bliss=0.0781, Synergy_Loewe=0.673, Synergy_HSA=2.09. (5) Drug 1: C1CNP(=O)(OC1)N(CCCl)CCCl. Drug 2: CN1C(=O)N2C=NC(=C2N=N1)C(=O)N. Cell line: HT29. Synergy scores: CSS=-2.41, Synergy_ZIP=7.40, Synergy_Bliss=7.57, Synergy_Loewe=1.63, Synergy_HSA=-0.0503. (6) Drug 1: C1CNP(=O)(OC1)N(CCCl)CCCl. Drug 2: CC1C(C(CC(O1)OC2CC(CC3=C2C(=C4C(=C3O)C(=O)C5=C(C4=O)C(=CC=C5)OC)O)(C(=O)CO)O)N)O.Cl. Cell line: UO-31. Synergy scores: CSS=41.8, Synergy_ZIP=-0.596, Synergy_Bliss=0.532, Synergy_Loewe=-53.5, Synergy_HSA=-0.374.